Task: Regression/Classification. Given a drug SMILES string, predict its absorption, distribution, metabolism, or excretion properties. Task type varies by dataset: regression for continuous measurements (e.g., permeability, clearance, half-life) or binary classification for categorical outcomes (e.g., BBB penetration, CYP inhibition). Dataset: cyp1a2_veith.. Dataset: CYP1A2 inhibition data for predicting drug metabolism from PubChem BioAssay The molecule is N#Cc1ccc(CN2CCC3(CC2)CCN(C(=O)c2cc(C(F)(F)F)cc(C(F)(F)F)c2)CC3)cc1. The result is 0 (non-inhibitor).